This data is from Reaction yield outcomes from USPTO patents with 853,638 reactions. The task is: Predict the reaction yield, written as a fraction of the theoretical maximum amount of product (1.0 means a 100% yield; for example, 0.34 means a 34% yield). (1) The reactants are [CH3:1][NH:2][CH2:3][C:4]1[S:8][C:7]2[CH:9]=[CH:10][CH:11]=[CH:12][C:6]=2[C:5]=1[CH3:13].CNCC1C=CC2C(=CC=CC=2)C=1CCC.[ClH:30].[CH3:31][N:32]1[CH2:37][CH2:36][N:35]([C:38](=[O:57])[CH2:39][N:40]2[CH2:46][C:45]3[CH:47]=[C:48](/[CH:51]=[CH:52]/[C:53](O)=[O:54])[CH:49]=[N:50][C:44]=3[NH:43][C:42](=[O:56])[CH2:41]2)[CH2:34][CH2:33]1.Cl.CN1CC2C=C(/C=C/C(O)=O)C=NC=2NC(=O)C1. The yield is 0.530. No catalyst specified. The product is [ClH:30].[CH3:1][N:2]([CH2:3][C:4]1[S:8][C:7]2[CH:9]=[CH:10][CH:11]=[CH:12][C:6]=2[C:5]=1[CH3:13])[C:53](=[O:54])/[CH:52]=[CH:51]/[C:48]1[CH:49]=[N:50][C:44]2[NH:43][C:42](=[O:56])[CH2:41][N:40]([CH2:39][C:38]([N:35]3[CH2:34][CH2:33][N:32]([CH3:31])[CH2:37][CH2:36]3)=[O:57])[CH2:46][C:45]=2[CH:47]=1. (2) The reactants are C([O:3][C:4]([C:6]1[CH:7]=[C:8]([CH:19]=[CH:20][CH:21]=1)[O:9][C:10]1[CH:15]=[CH:14][C:13]([N+:16]([O-:18])=[O:17])=[CH:12][CH:11]=1)=[O:5])C.C1COCC1.O.O[Li].O. The catalyst is O. The product is [C:4]([C:6]1[CH:7]=[C:8]([CH:19]=[CH:20][CH:21]=1)[O:9][C:10]1[CH:11]=[CH:12][C:13]([N+:16]([O-:18])=[O:17])=[CH:14][CH:15]=1)([OH:5])=[O:3]. The yield is 0.950. (3) The reactants are [CH:1](=O)[CH3:2].FC(F)(F)C([O-])=O.[S:11]1[C:15]2[CH:16]=[CH:17][CH:18]=[CH:19][C:14]=2[N:13]=[C:12]1[C:20]1[C:28]2[CH2:27][CH2:26][NH2+:25][CH2:24][C:23]=2[S:22][C:21]=1[NH:29][CH2:30][CH3:31].C(O[BH-](OC(=O)C)OC(=O)C)(=O)C.[Na+].[C:46]([OH:51])(=[O:50])[C:47]([OH:49])=[O:48]. The catalyst is ClC(Cl)C.C(OCC)(=O)C. The product is [C:47]([C:46]([O-:51])=[O:50])([OH:49])=[O:48].[S:11]1[C:15]2[CH:16]=[CH:17][CH:18]=[CH:19][C:14]=2[N:13]=[C:12]1[C:20]1[C:28]2[CH2:27][CH2:26][NH+:25]([CH2:1][CH3:2])[CH2:24][C:23]=2[S:22][C:21]=1[NH:29][CH2:30][CH3:31]. The yield is 0.250. (4) The reactants are [F:1][C:2]1[C:3]([F:13])=[C:4]([F:12])[C:5]2[S:9][C:8]([NH2:10])=[N:7][C:6]=2[CH:11]=1.[F:14]C(F)(F)OC1C=C(C=CC=1)C(Cl)=O.Br[CH:29]([CH2:34][CH3:35])[C:30]([O:32]C)=[O:31].COC1C=CC2N=C(N)SC=2C=1.Cl[C:49]1[CH:50]=[C:51]([CH:55]=[CH:56]C=1)[C:52](Cl)=O.BrCC([O:62][CH2:63][CH3:64])=O. No catalyst specified. The product is [F:1][C:2]1[C:3]([F:13])=[C:4]([F:12])[C:5]2[S:9][C:8](=[N:10][C:63](=[O:62])[C:64]3[CH:56]=[CH:55][C:51]([CH3:52])=[C:50]([F:14])[CH:49]=3)[N:7]([CH:29]([CH2:34][CH3:35])[C:30]([OH:32])=[O:31])[C:6]=2[CH:11]=1. The yield is 0.100.